Dataset: Blood-brain barrier permeability classification from the B3DB database. Task: Regression/Classification. Given a drug SMILES string, predict its absorption, distribution, metabolism, or excretion properties. Task type varies by dataset: regression for continuous measurements (e.g., permeability, clearance, half-life) or binary classification for categorical outcomes (e.g., BBB penetration, CYP inhibition). Dataset: b3db_classification. The molecule is CCN(CC)CCOC(=O)[C@H](Cc1ccc2ccccc2c1)C[C@H]1CCCO1. The result is 1 (penetrates BBB).